Dataset: Full USPTO retrosynthesis dataset with 1.9M reactions from patents (1976-2016). Task: Predict the reactants needed to synthesize the given product. (1) Given the product [ClH:29].[C:3]([C:5]1[CH:6]=[C:7]([N:11]2[C:16](=[O:17])[C:15]([CH2:18][C:19]3[CH:20]=[N:21][CH:22]=[CH:23][CH:24]=3)=[N:14][C:13]3[CH:25]=[CH:26][CH:27]=[N:28][C:12]2=3)[CH:8]=[CH:9][CH:10]=1)([OH:4])=[O:2], predict the reactants needed to synthesize it. The reactants are: C[O:2][C:3]([C:5]1[CH:6]=[C:7]([N:11]2[C:16](=[O:17])[C:15]([CH2:18][C:19]3[CH:20]=[N:21][CH:22]=[CH:23][CH:24]=3)=[N:14][C:13]3[CH:25]=[CH:26][CH:27]=[N:28][C:12]2=3)[CH:8]=[CH:9][CH:10]=1)=[O:4].[ClH:29]. (2) Given the product [F:40][C:38]1[CH:37]=[CH:36][C:66]2[N:65]=[C:64]([C:63]3[CH:68]=[C:4]([NH:3][C:2](=[O:45])[C:10]4[CH:11]=[CH:12][C:14]([N:24]5[CH2:25][C@@H:26]([CH3:27])[N:21]([CH3:20])[C@@H:22]([CH3:28])[CH2:23]5)=[CH:15][C:16]=4[Cl:17])[CH:9]=[CH:8][C:7]=3[CH3:6])[NH:62][C:67]=2[CH:39]=1, predict the reactants needed to synthesize it. The reactants are: N1C2[CH:6]=[CH:7][CH:8]=[CH:9][C:4]=2[N:3]=[C:2]1[C:10]1[CH:11]=[C:12]([CH:14]=[CH:15][C:16]=1[Cl:17])N.Cl.Cl.[CH3:20][N:21]1[C@H:26]([CH3:27])[CH2:25][NH:24][CH2:23][C@@H:22]1[CH3:28].ClC1[CH:39]=[C:38]([F:40])[CH:37]=[CH:36]C=1C(OC)=O.ClC1C=C(N2CCN(C)[C@@H](C)C2)C=CC=1C(O)=[O:45].Cl.Cl.C[N:62]1[CH2:67][CH2:66][NH:65][CH2:64][C@@H:63]1[CH3:68]. (3) Given the product [C:26]([C:30]1[CH:35]=[CH:34][C:33]([S:36]([N:20]2[CH2:21][CH2:22][CH:17]([N:15]3[C:14](=[O:23])[C:13]([CH3:25])([CH3:24])[C:12]([C:6]4[CH:7]=[CH:8][C:9]([O:10][CH3:11])=[C:4]([O:3][CH3:2])[CH:5]=4)=[N:16]3)[CH2:18][CH2:19]2)(=[O:38])=[O:37])=[CH:32][CH:31]=1)([CH3:29])([CH3:27])[CH3:28], predict the reactants needed to synthesize it. The reactants are: Cl.[CH3:2][O:3][C:4]1[CH:5]=[C:6]([C:12]2[C:13]([CH3:25])([CH3:24])[C:14](=[O:23])[N:15]([CH:17]3[CH2:22][CH2:21][NH:20][CH2:19][CH2:18]3)[N:16]=2)[CH:7]=[CH:8][C:9]=1[O:10][CH3:11].[C:26]([C:30]1[CH:35]=[CH:34][C:33]([S:36](Cl)(=[O:38])=[O:37])=[CH:32][CH:31]=1)([CH3:29])([CH3:28])[CH3:27]. (4) Given the product [F:9][C:10]1[CH:15]=[CH:14][C:13]([CH2:16][C:17]([NH:7][CH:6]=[O:24])([CH3:19])[CH3:18])=[CH:12][C:11]=1[C:20]([F:21])([F:22])[F:23], predict the reactants needed to synthesize it. The reactants are: S(=O)(=O)(O)O.[C-:6]#[N:7].[Na+].[F:9][C:10]1[CH:15]=[CH:14][C:13]([CH:16]=[C:17]([CH3:19])[CH3:18])=[CH:12][C:11]=1[C:20]([F:23])([F:22])[F:21].[OH-:24].[Na+].